Dataset: Reaction yield outcomes from USPTO patents with 853,638 reactions. Task: Predict the reaction yield, written as a fraction of the theoretical maximum amount of product (1.0 means a 100% yield; for example, 0.34 means a 34% yield). The reactants are [Cl:1][C:2]1[CH:3]=[C:4]2[C:8](=[CH:9][CH:10]=1)[N:7]([C:11]1[CH:16]=[CH:15][CH:14]=[C:13]([C:17]([F:20])([F:19])[F:18])[CH:12]=1)[C:6]([CH:21]([NH:28][C:29]1[CH:34]=[CH:33][C:32]([C:35]([NH:37][CH2:38][CH2:39][C:40]([O:42]CC)=[O:41])=[O:36])=[CH:31][CH:30]=1)[CH2:22][CH2:23][CH2:24][CH2:25][CH2:26][CH3:27])=[CH:5]2.O1CCCC1.[OH-].[Na+]. The catalyst is C(O)C. The product is [Cl:1][C:2]1[CH:3]=[C:4]2[C:8](=[CH:9][CH:10]=1)[N:7]([C:11]1[CH:16]=[CH:15][CH:14]=[C:13]([C:17]([F:20])([F:19])[F:18])[CH:12]=1)[C:6]([CH:21]([NH:28][C:29]1[CH:34]=[CH:33][C:32]([C:35]([NH:37][CH2:38][CH2:39][C:40]([OH:42])=[O:41])=[O:36])=[CH:31][CH:30]=1)[CH2:22][CH2:23][CH2:24][CH2:25][CH2:26][CH3:27])=[CH:5]2. The yield is 0.970.